This data is from Full USPTO retrosynthesis dataset with 1.9M reactions from patents (1976-2016). The task is: Predict the reactants needed to synthesize the given product. (1) Given the product [NH2:1][C:2]1[CH:11]=[CH:10][C:5]([C:6]([O:8][CH3:9])=[O:7])=[C:4]([C:22]2[CH:23]=[CH:24][CH:25]=[C:20]([C:18]([O:17][C:13]([CH3:16])([CH3:15])[CH3:14])=[O:19])[CH:21]=2)[N:3]=1, predict the reactants needed to synthesize it. The reactants are: [NH2:1][C:2]1[CH:11]=[CH:10][C:5]([C:6]([O:8][CH3:9])=[O:7])=[C:4](Cl)[N:3]=1.[C:13]([O:17][C:18]([C:20]1[CH:21]=[C:22](B(O)O)[CH:23]=[CH:24][CH:25]=1)=[O:19])([CH3:16])([CH3:15])[CH3:14].C([O-])([O-])=O.[Na+].[Na+]. (2) Given the product [CH2:1]([S:8][CH2:16][C:17]1[NH:18][C:19](=[O:22])[NH:20][N:21]=1)[C:2]1[CH:7]=[CH:6][CH:5]=[CH:4][CH:3]=1, predict the reactants needed to synthesize it. The reactants are: [CH2:1]([SH:8])[C:2]1[CH:7]=[CH:6][CH:5]=[CH:4][CH:3]=1.C([O-])([O-])=O.[K+].[K+].Cl[CH2:16][C:17]1[NH:18][C:19](=[O:22])[NH:20][N:21]=1.O. (3) Given the product [C:18]([S:20][CH:2]1[CH2:7][CH2:6][N:5]([C:8]([O:10][CH2:11][C:12]2[CH:17]=[CH:16][CH:15]=[CH:14][CH:13]=2)=[O:9])[CH2:4][CH2:3]1)(=[O:21])[CH3:19], predict the reactants needed to synthesize it. The reactants are: Br[CH:2]1[CH2:7][CH2:6][N:5]([C:8]([O:10][CH2:11][C:12]2[CH:17]=[CH:16][CH:15]=[CH:14][CH:13]=2)=[O:9])[CH2:4][CH2:3]1.[C:18]([O-:21])(=[S:20])[CH3:19].[K+].C(OCC1C=CC=CC=1)(=S)C.N1(C(OCC2C=CC=CC=2)=O)CC=CCC1.